This data is from Reaction yield outcomes from USPTO patents with 853,638 reactions. The task is: Predict the reaction yield, written as a fraction of the theoretical maximum amount of product (1.0 means a 100% yield; for example, 0.34 means a 34% yield). (1) The reactants are [C:1]([O:5][C:6](=[O:18])[NH:7][C:8]([C:11]1[CH:16]=[CH:15][CH:14]=[C:13](Br)[N:12]=1)([CH3:10])[CH3:9])([CH3:4])([CH3:3])[CH3:2].[CH:19]1(B(O)O)[CH2:21][CH2:20]1.P([O-])([O-])([O-])=O.[K+].[K+].[K+].C1(P(C2CCCCC2)C2CCCCC2)CCCCC1. The catalyst is C([O-])(=O)C.[Pd+2].C([O-])(=O)C.O.C1(C)C=CC=CC=1. The product is [C:1]([O:5][C:6](=[O:18])[NH:7][C:8]([C:11]1[CH:16]=[CH:15][CH:14]=[C:13]([CH:19]2[CH2:21][CH2:20]2)[N:12]=1)([CH3:10])[CH3:9])([CH3:4])([CH3:3])[CH3:2]. The yield is 0.490. (2) The reactants are [OH-].[Na+].[CH3:3][O:4][C:5]1[CH:14]=[C:13]([C:15]2[CH:20]=[CH:19][CH:18]=[CH:17][CH:16]=2)[CH:12]=[CH:11][C:6]=1[C:7]([O:9]C)=[O:8]. The catalyst is CO. The product is [CH3:3][O:4][C:5]1[CH:14]=[C:13]([C:15]2[CH:20]=[CH:19][CH:18]=[CH:17][CH:16]=2)[CH:12]=[CH:11][C:6]=1[C:7]([OH:9])=[O:8]. The yield is 0.960. (3) The reactants are [OH:1][C:2]1[C:7]2[C@@:8]3([OH:45])[C@@:21]([O:25][CH3:26])([C@H:22]([OH:24])[CH2:23][C:6]=2[CH:5]=[C:4]([CH3:46])[C:3]=1[C:47]([O:49][CH3:50])=[O:48])[C:20](=[O:27])[C:19]1[C:10](=[CH:11][C:12]2[C:13](=[O:43])[C:14]([NH:30][C@@H:31]4[C@H:36]([O:37][CH3:38])[C@H:35]([OH:39])[C@@H:34]([O:40][CH3:41])[C@H:33]([CH3:42])[O:32]4)=[CH:15][C:16](=O)[C:17]=2[C:18]=1[OH:28])[C:9]3=[O:44].[CH3:51][NH2:52]. The catalyst is CO. The product is [OH:1][C:2]1[C:7]2[C@@:8]3([OH:45])[C@@:21]([O:25][CH3:26])([C@H:22]([OH:24])[CH2:23][C:6]=2[CH:5]=[C:4]([CH3:46])[C:3]=1[C:47]([O:49][CH3:50])=[O:48])[C:20](=[O:27])[C:19]1[C:10](=[CH:11][C:12]2[C:13](=[O:43])[C:14]([NH:30][C@@H:31]4[C@H:36]([O:37][CH3:38])[C@H:35]([OH:39])[C@@H:34]([O:40][CH3:41])[C@H:33]([CH3:42])[O:32]4)=[CH:15]/[C:16](=[N:52]\[CH3:51])/[C:17]=2[C:18]=1[OH:28])[C:9]3=[O:44]. The yield is 0.290. (4) The reactants are [H-].[Na+].CN(C)C=O.[OH:8][C:9]1[C:18]2[C:13](=[CH:14][CH:15]=[CH:16][CH:17]=2)[N:12]=[CH:11][N:10]=1.Br[CH2:20][C:21]1[C:25]([C:26]#[N:27])=[C:24]([N:28]2[CH2:33][CH2:32][O:31][CH2:30][CH2:29]2)[S:23][C:22]=1[C:34]([O:36][CH3:37])=[O:35]. The catalyst is CO.C(Cl)Cl. The product is [C:26]([C:25]1[C:21]([CH2:20][N:10]2[C:9](=[O:8])[C:18]3[C:13](=[CH:14][CH:15]=[CH:16][CH:17]=3)[N:12]=[CH:11]2)=[C:22]([C:34]([O:36][CH3:37])=[O:35])[S:23][C:24]=1[N:28]1[CH2:33][CH2:32][O:31][CH2:30][CH2:29]1)#[N:27]. The yield is 0.874. (5) The reactants are N1(C([O-])=O)CCCCC1.[Cl:10][C:11]1[CH:16]=[CH:15][C:14]([C@@H:17]2[CH2:22][CH2:21][N:20](C(OC(C)(C)C)=O)[CH2:19][C@H:18]2[CH2:30][O:31][C:32]2[CH:37]=[CH:36][C:35]([S:38](=[O:57])(=[O:56])[N:39](CC3C=CC(OC)=CC=3OC)[C:40]3[S:44][N:43]=[CH:42][N:41]=3)=[CH:34][C:33]=2[F:58])=[CH:13][CH:12]=1. No catalyst specified. The product is [Cl:10][C:11]1[CH:16]=[CH:15][C:14]([C@@H:17]2[CH2:22][CH2:21][NH:20][CH2:19][C@H:18]2[CH2:30][O:31][C:32]2[CH:37]=[CH:36][C:35]([S:38]([NH:39][C:40]3[S:44][N:43]=[CH:42][N:41]=3)(=[O:57])=[O:56])=[CH:34][C:33]=2[F:58])=[CH:13][CH:12]=1. The yield is 0.310. (6) The reactants are C([O:3][C:4](=[O:31])[CH2:5][CH2:6][C:7]1[CH:12]=[CH:11][C:10]([O:13][CH2:14][CH:15]=[C:16]([C:24]2[CH:29]=[CH:28][C:27]([Br:30])=[CH:26][CH:25]=2)[C:17]2[CH:22]=[CH:21][C:20]([Br:23])=[CH:19][CH:18]=2)=[CH:9][CH:8]=1)C.[OH-].[Na+]. The catalyst is C1(C)C=CC=CC=1.C(O)C. The product is [Br:23][C:20]1[CH:19]=[CH:18][C:17]([C:16]([C:24]2[CH:25]=[CH:26][C:27]([Br:30])=[CH:28][CH:29]=2)=[CH:15][CH2:14][O:13][C:10]2[CH:11]=[CH:12][C:7]([CH2:6][CH2:5][C:4]([OH:31])=[O:3])=[CH:8][CH:9]=2)=[CH:22][CH:21]=1. The yield is 0.560. (7) The reactants are [Br:1][C:2]1[CH:7]=[CH:6][CH:5]=[C:4]([Br:8])[C:3]=1[CH2:9]Br.[CH3:11][C:12]([O-:14])=[O:13].[Na+]. The catalyst is CN(C)C=O. The product is [C:12]([O:14][CH2:9][C:3]1[C:4]([Br:8])=[CH:5][CH:6]=[CH:7][C:2]=1[Br:1])(=[O:13])[CH3:11]. The yield is 0.950.